Dataset: Full USPTO retrosynthesis dataset with 1.9M reactions from patents (1976-2016). Task: Predict the reactants needed to synthesize the given product. (1) The reactants are: [F:1][C:2]1[CH:7]=[C:6]([F:8])[CH:5]=[C:4]([NH:9][CH3:10])[C:3]=1[NH2:11].[Cl:12][CH2:13][C:14](O)=O. Given the product [Cl:12][CH2:13][C:14]1[N:9]([CH3:10])[C:4]2[CH:5]=[C:6]([F:8])[CH:7]=[C:2]([F:1])[C:3]=2[N:11]=1, predict the reactants needed to synthesize it. (2) Given the product [C:33]([CH2:2][CH2:3][CH2:4][CH2:5][O:6][C:7]1[CH:12]=[CH:11][C:10]([C@H:13]2[CH2:30][C@@:28]3([CH3:29])[C@@H:24]([CH2:25][CH2:26][C@@H:27]3[OH:31])[C@H:23]3[C@H:14]2[C:15]2[CH:16]=[CH:17][C:18]([OH:32])=[CH:19][C:20]=2[CH2:21][CH2:22]3)=[CH:9][CH:8]=1)(=[S:35])[CH3:34], predict the reactants needed to synthesize it. The reactants are: I[CH2:2][CH2:3][CH2:4][CH2:5][O:6][C:7]1[CH:12]=[CH:11][C:10]([C@H:13]2[CH2:30][C@@:28]3([CH3:29])[C@@H:24]([CH2:25][CH2:26][C@@H:27]3[OH:31])[C@H:23]3[C@H:14]2[C:15]2[CH:16]=[CH:17][C:18]([OH:32])=[CH:19][C:20]=2[CH2:21][CH2:22]3)=[CH:9][CH:8]=1.[C:33]([O-])(=[S:35])[CH3:34].[K+]. (3) Given the product [F:1][C:2]1[CH:3]=[CH:4][C:5]([C:6](/[N:8]=[C:9]2/[N:10]([C@H:20]3[CH2:21][CH2:22][C@@H:23]([C:26](=[O:31])[NH:27][CH:28]([CH3:30])[CH3:29])[CH2:24][CH2:25]3)[C:11]3[CH:16]=[C:15]([OH:17])[N:14]=[CH:13][C:12]=3[NH:19]/2)=[O:7])=[CH:32][CH:33]=1, predict the reactants needed to synthesize it. The reactants are: [F:1][C:2]1[CH:33]=[CH:32][C:5]([C:6](/[N:8]=[C:9]2/[N:10]([C@H:20]3[CH2:25][CH2:24][C@@H:23]([C:26](=[O:31])[NH:27][CH:28]([CH3:30])[CH3:29])[CH2:22][CH2:21]3)[C:11]3[CH:16]=[C:15]([O:17]C)[N:14]=[CH:13][C:12]=3[NH:19]/2)=[O:7])=[CH:4][CH:3]=1.[I-].[Na+].[Si](Cl)(C)(C)C.O.